This data is from Forward reaction prediction with 1.9M reactions from USPTO patents (1976-2016). The task is: Predict the product of the given reaction. (1) Given the reactants [CH2:1]([O:5][C:6]([N:8]1[CH2:12][C@H:11]([S:13][CH2:14][C:15]2[CH:20]=[CH:19][C:18]([O:21][CH3:22])=[CH:17][CH:16]=2)[CH2:10][C@H:9]1[CH2:23][CH2:24][CH2:25]OS(C)(=O)=O)=[O:7])[CH2:2][CH2:3][CH3:4].[NH:31]1[CH:35]=[CH:34][CH:33]=[CH:32]1.[Na+].[I-].[H-].[Na+].[NH4+].[Cl-], predict the reaction product. The product is: [CH2:1]([O:5][C:6]([N:8]1[CH2:12][C@H:11]([S:13][CH2:14][C:15]2[CH:16]=[CH:17][C:18]([O:21][CH3:22])=[CH:19][CH:20]=2)[CH2:10][C@H:9]1[CH2:23][CH2:24][CH2:25][N:31]1[CH:35]=[CH:34][CH:33]=[CH:32]1)=[O:7])[CH2:2][CH2:3][CH3:4]. (2) Given the reactants Br[C:2]1[CH:3]=[C:4]2[C:9](=[CH:10][CH:11]=1)[N:8]=[C:7]([NH2:12])[N:6]=[CH:5]2.[N:13]1[CH:18]=[CH:17][C:16](B(O)O)=[CH:15][CH:14]=1.C([O-])([O-])=O.[K+].[K+], predict the reaction product. The product is: [N:13]1[CH:18]=[CH:17][C:16]([C:2]2[CH:3]=[C:4]3[C:9](=[CH:10][CH:11]=2)[N:8]=[C:7]([NH2:12])[N:6]=[CH:5]3)=[CH:15][CH:14]=1. (3) Given the reactants C[O:2][C:3]([C:5]1[N:6]=[CH:7][C:8]([N:11]2[CH2:16][CH2:15][N:14]([C:17](=[S:29])[NH:18][C:19]3[CH:28]=[CH:27][CH:26]=[C:25]4[C:20]=3[CH:21]=[CH:22][CH:23]=[N:24]4)[CH:13]([CH:30]([CH3:32])[CH3:31])[CH2:12]2)=[N:9][CH:10]=1)=[O:4].[OH-].[Li+], predict the reaction product. The product is: [CH:30]([CH:13]1[N:14]([C:17](=[S:29])[NH:18][C:19]2[CH:28]=[CH:27][CH:26]=[C:25]3[C:20]=2[CH:21]=[CH:22][CH:23]=[N:24]3)[CH2:15][CH2:16][N:11]([C:8]2[CH:7]=[N:6][C:5]([C:3]([OH:4])=[O:2])=[CH:10][N:9]=2)[CH2:12]1)([CH3:32])[CH3:31]. (4) Given the reactants [OH:1][C:2]1[CH:7]=[CH:6][C:5]([C:8](=[O:10])[CH3:9])=[CH:4][C:3]=1[O:11][CH3:12].N1C=CN=C1.[C:18]([Si:22]([CH3:25])([CH3:24])Cl)([CH3:21])([CH3:20])[CH3:19].[Cl-].[NH4+], predict the reaction product. The product is: [Si:22]([O:1][C:2]1[CH:7]=[CH:6][C:5]([C:8](=[O:10])[CH3:9])=[CH:4][C:3]=1[O:11][CH3:12])([C:18]([CH3:21])([CH3:20])[CH3:19])([CH3:25])[CH3:24].